Dataset: NCI-60 drug combinations with 297,098 pairs across 59 cell lines. Task: Regression. Given two drug SMILES strings and cell line genomic features, predict the synergy score measuring deviation from expected non-interaction effect. (1) Drug 1: CC(C)NC(=O)C1=CC=C(C=C1)CNNC.Cl. Drug 2: COC1=C2C(=CC3=C1OC=C3)C=CC(=O)O2. Cell line: NCI-H226. Synergy scores: CSS=-4.67, Synergy_ZIP=2.53, Synergy_Bliss=0.691, Synergy_Loewe=-1.44, Synergy_HSA=-3.06. (2) Drug 1: CCC1(CC2CC(C3=C(CCN(C2)C1)C4=CC=CC=C4N3)(C5=C(C=C6C(=C5)C78CCN9C7C(C=CC9)(C(C(C8N6C=O)(C(=O)OC)O)OC(=O)C)CC)OC)C(=O)OC)O.OS(=O)(=O)O. Drug 2: C(CCl)NC(=O)N(CCCl)N=O. Cell line: SF-539. Synergy scores: CSS=16.4, Synergy_ZIP=-9.84, Synergy_Bliss=-13.5, Synergy_Loewe=-10.7, Synergy_HSA=-10.9. (3) Drug 1: C1=NC2=C(N=C(N=C2N1C3C(C(C(O3)CO)O)F)Cl)N. Drug 2: C(CN)CNCCSP(=O)(O)O. Cell line: MOLT-4. Synergy scores: CSS=68.0, Synergy_ZIP=1.98, Synergy_Bliss=1.24, Synergy_Loewe=-50.5, Synergy_HSA=1.45. (4) Drug 1: C1=NC2=C(N=C(N=C2N1C3C(C(C(O3)CO)O)F)Cl)N. Drug 2: C1=NC(=NC(=O)N1C2C(C(C(O2)CO)O)O)N. Cell line: NCI-H522. Synergy scores: CSS=36.6, Synergy_ZIP=-8.67, Synergy_Bliss=0.872, Synergy_Loewe=-0.297, Synergy_HSA=0.215. (5) Drug 1: C1=CC(=CC=C1CCC2=CNC3=C2C(=O)NC(=N3)N)C(=O)NC(CCC(=O)O)C(=O)O. Drug 2: C1=CC(=CC=C1C#N)C(C2=CC=C(C=C2)C#N)N3C=NC=N3. Cell line: SW-620. Synergy scores: CSS=38.4, Synergy_ZIP=7.69, Synergy_Bliss=9.23, Synergy_Loewe=-3.77, Synergy_HSA=8.69. (6) Drug 1: CN(CC1=CN=C2C(=N1)C(=NC(=N2)N)N)C3=CC=C(C=C3)C(=O)NC(CCC(=O)O)C(=O)O. Drug 2: CN(C(=O)NC(C=O)C(C(C(CO)O)O)O)N=O. Cell line: SNB-75. Synergy scores: CSS=18.3, Synergy_ZIP=-5.69, Synergy_Bliss=3.44, Synergy_Loewe=-16.3, Synergy_HSA=1.90. (7) Drug 1: CC1C(C(CC(O1)OC2CC(OC(C2O)C)OC3=CC4=CC5=C(C(=O)C(C(C5)C(C(=O)C(C(C)O)O)OC)OC6CC(C(C(O6)C)O)OC7CC(C(C(O7)C)O)OC8CC(C(C(O8)C)O)(C)O)C(=C4C(=C3C)O)O)O)O. Drug 2: CC1=C(N=C(N=C1N)C(CC(=O)N)NCC(C(=O)N)N)C(=O)NC(C(C2=CN=CN2)OC3C(C(C(C(O3)CO)O)O)OC4C(C(C(C(O4)CO)O)OC(=O)N)O)C(=O)NC(C)C(C(C)C(=O)NC(C(C)O)C(=O)NCCC5=NC(=CS5)C6=NC(=CS6)C(=O)NCCC[S+](C)C)O. Cell line: HCT116. Synergy scores: CSS=70.8, Synergy_ZIP=3.47, Synergy_Bliss=3.51, Synergy_Loewe=-2.14, Synergy_HSA=3.35. (8) Drug 1: CC(CN1CC(=O)NC(=O)C1)N2CC(=O)NC(=O)C2. Drug 2: CC1=CC2C(CCC3(C2CCC3(C(=O)C)OC(=O)C)C)C4(C1=CC(=O)CC4)C. Cell line: UACC62. Synergy scores: CSS=14.6, Synergy_ZIP=-4.35, Synergy_Bliss=0.232, Synergy_Loewe=-2.19, Synergy_HSA=0.0962.